This data is from Full USPTO retrosynthesis dataset with 1.9M reactions from patents (1976-2016). The task is: Predict the reactants needed to synthesize the given product. (1) Given the product [F:24][C:2]([F:1])([F:23])[C:3]1[CH:8]=[C:7]([C:9]([F:11])([F:12])[F:10])[CH:6]=[CH:5][C:4]=1[CH:13]([N:15]1[CH2:16][CH2:17][CH:18](/[CH:21]=[C:33]2/[C:29]([NH:28][CH2:25][C:26]#[CH:27])=[N:30][C:31](=[O:34])[S:32]/2)[CH2:19][CH2:20]1)[CH3:14], predict the reactants needed to synthesize it. The reactants are: [F:1][C:2]([F:24])([F:23])[C:3]1[CH:8]=[C:7]([C:9]([F:12])([F:11])[F:10])[CH:6]=[CH:5][C:4]=1[CH:13]([N:15]1[CH2:20][CH2:19][CH:18]([CH:21]=O)[CH2:17][CH2:16]1)[CH3:14].[CH2:25]([NH:28][C:29]1[CH2:33][S:32][C:31](=[O:34])[N:30]=1)[C:26]#[CH:27].C([O-])(=O)C.[NH2+]1CCCCC1. (2) Given the product [C:11]1([CH:7]2[C:2]3([CH2:3][CH2:4][CH2:5][CH2:6]3)[O:1][C:37](=[O:38])[NH:31]2)[CH:12]=[CH:13][CH:14]=[CH:15][CH:16]=1, predict the reactants needed to synthesize it. The reactants are: [OH:1][C:2]1([CH:7]([C:11]2[CH:16]=[CH:15][CH:14]=[CH:13][CH:12]=2)C(O)=O)[CH2:6][CH2:5][CH2:4][CH2:3]1.C1(P([N:31]=[N+]=[N-])(C2C=CC=CC=2)=O)C=CC=CC=1.CCO[C:37](C)=[O:38]. (3) Given the product [OH:12][C@H:13]1[CH2:17][N:16]([C:2]([O:4][CH2:5][C:6]2[CH:11]=[CH:10][CH:9]=[CH:8][CH:7]=2)=[O:3])[C@H:15]([C:18]([OH:20])=[O:19])[CH2:14]1, predict the reactants needed to synthesize it. The reactants are: Cl[C:2]([O:4][CH2:5][C:6]1[CH:11]=[CH:10][CH:9]=[CH:8][CH:7]=1)=[O:3].[OH:12][C@H:13]1[CH2:17][NH:16][C@H:15]([C:18]([OH:20])=[O:19])[CH2:14]1.C([O-])(O)=O.[Na+].O. (4) Given the product [Cl:19][C:20]1[CH:25]=[C:24]([C:2]2[N:7]=[C:6]([CH3:8])[CH:5]=[C:4]([C:9]3[CH:10]=[N:11][C:12]([C:15]([F:18])([F:17])[F:16])=[CH:13][CH:14]=3)[N:3]=2)[CH:23]=[CH:22][N:21]=1, predict the reactants needed to synthesize it. The reactants are: Cl[C:2]1[N:7]=[C:6]([CH3:8])[CH:5]=[C:4]([C:9]2[CH:10]=[N:11][C:12]([C:15]([F:18])([F:17])[F:16])=[CH:13][CH:14]=2)[N:3]=1.[Cl:19][C:20]1[CH:25]=[C:24](B(O)O)[CH:23]=[CH:22][N:21]=1. (5) Given the product [Br:1][C:2]1[CH:7]=[CH:6][C:5]([C:11]#[N:12])=[N:4][C:3]=1[CH3:9], predict the reactants needed to synthesize it. The reactants are: [Br:1][C:2]1[C:3]([CH3:9])=[N:4][C:5](Br)=[CH:6][CH:7]=1.[Cu][C:11]#[N:12].CN(C)C=O.O.